From a dataset of Full USPTO retrosynthesis dataset with 1.9M reactions from patents (1976-2016). Predict the reactants needed to synthesize the given product. (1) Given the product [CH2:12]([O:14][C:15]([CH2:16][CH2:17][CH2:18][CH2:19][S:9][C:7]1[NH:8][C:4]2[CH:3]=[C:2]([F:1])[CH:11]=[CH:10][C:5]=2[N:6]=1)=[O:21])[CH3:13], predict the reactants needed to synthesize it. The reactants are: [F:1][C:2]1[CH:11]=[CH:10][C:5]2[NH:6][C:7]([SH:9])=[N:8][C:4]=2[CH:3]=1.[CH2:12]([O:14][C:15](=[O:21])[CH2:16][CH2:17][CH2:18][CH2:19]Br)[CH3:13].C([O-])([O-])=O.[K+].[K+]. (2) Given the product [ClH:13].[OH:2][C:3]1[CH:4]=[C:5]2[C:10](=[CH:11][CH:12]=1)[CH2:9][NH:8][CH2:7][CH2:6]2, predict the reactants needed to synthesize it. The reactants are: C[O:2][C:3]1[CH:4]=[C:5]2[C:10](=[CH:11][CH:12]=1)[CH2:9][NH:8][CH2:7][CH2:6]2.[Cl-:13].[Al+3].[Cl-].[Cl-].Cl.C(=O)(O)[O-].[Na+]. (3) Given the product [OH:1][C:2]1[CH:7]=[C:6]([O:8][CH2:23][CH2:24][CH2:25][CH2:26][CH2:27][CH2:28][CH2:29][CH3:30])[CH:5]=[CH:4][C:3]=1[NH:9][C:10](=[O:15])[C:11]([F:12])([F:13])[F:14], predict the reactants needed to synthesize it. The reactants are: [OH:1][C:2]1[CH:7]=[C:6]([OH:8])[CH:5]=[CH:4][C:3]=1[NH:9][C:10](=[O:15])[C:11]([F:14])([F:13])[F:12].C([O-])([O-])=O.[K+].[K+].Br[CH2:23][CH2:24][CH2:25][CH2:26][CH2:27][CH2:28][CH2:29][CH3:30].Cl.